Predict the product of the given reaction. From a dataset of Forward reaction prediction with 1.9M reactions from USPTO patents (1976-2016). (1) Given the reactants Cl.[NH:2]1[C:6]2[CH:7]=[CH:8][CH:9]=[CH:10][C:5]=2[N:4]=[C:3]1[C@H:11]([NH2:21])[CH2:12][C:13]1[CH:18]=[CH:17][C:16]([O:19][CH3:20])=[CH:15][CH:14]=1.[Cl:22][C:23]1[CH:28]=[CH:27][CH:26]=[CH:25][C:24]=1[CH2:29][CH2:30][NH2:31].[C:32](O)(C(F)(F)F)=[O:33], predict the reaction product. The product is: [ClH:22].[NH:2]1[C:6]2[CH:7]=[CH:8][CH:9]=[CH:10][C:5]=2[N:4]=[C:3]1[C@H:11]([NH:21][C:32]([NH:31][CH2:30][CH2:29][C:24]1[CH:25]=[CH:26][CH:27]=[CH:28][C:23]=1[Cl:22])=[O:33])[CH2:12][C:13]1[CH:18]=[CH:17][C:16]([O:19][CH3:20])=[CH:15][CH:14]=1. (2) Given the reactants [CH2:1]([C:4]1[C:8]([CH2:9][CH2:10][CH2:11][CH2:12][OH:13])=[CH:7][N:6]([C:14]2[CH:19]=[CH:18][C:17]([C:20]([F:23])([F:22])[F:21])=[CH:16][N:15]=2)[N:5]=1)[CH2:2][CH3:3].O[C:25]1[C:29]([CH2:30][C:31]([O:33]C)=[O:32])=[CH:28][N:27]([CH3:35])[N:26]=1.C(P(CCCC)CCCC)CCC.N(C(N1CCCCC1)=O)=NC(N1CCCCC1)=O, predict the reaction product. The product is: [CH3:35][N:27]1[CH:28]=[C:29]([CH2:30][C:31]([OH:33])=[O:32])[C:25]([O:13][CH2:12][CH2:11][CH2:10][CH2:9][C:8]2[C:4]([CH2:1][CH2:2][CH3:3])=[N:5][N:6]([C:14]3[CH:19]=[CH:18][C:17]([C:20]([F:22])([F:21])[F:23])=[CH:16][N:15]=3)[CH:7]=2)=[N:26]1.